This data is from Forward reaction prediction with 1.9M reactions from USPTO patents (1976-2016). The task is: Predict the product of the given reaction. (1) Given the reactants [CH3:1][C:2]1[N:6]=[C:5]([N:7]2[CH2:12][CH2:11][C:10](=O)[CH2:9][CH2:8]2)[S:4][N:3]=1.[Cl:14][C:15]1[CH:27]=[CH:26][C:18]([CH2:19][N:20]2[CH:24]=[N:23][C:22]([NH2:25])=[N:21]2)=[CH:17][CH:16]=1, predict the reaction product. The product is: [Cl:14][C:15]1[CH:27]=[CH:26][C:18]([CH2:19][N:20]2[CH:24]=[N:23][C:22]([NH:25][CH:10]3[CH2:11][CH2:12][N:7]([C:5]4[S:4][N:3]=[C:2]([CH3:1])[N:6]=4)[CH2:8][CH2:9]3)=[N:21]2)=[CH:17][CH:16]=1. (2) Given the reactants O[C:2]1[N:9]=[C:8]([C:10]([F:13])([F:12])[F:11])[CH:7]=[CH:6][C:3]=1[C:4]#[N:5].P(Cl)(Cl)(Cl)(Cl)[Cl:15], predict the reaction product. The product is: [Cl:15][C:2]1[N:9]=[C:8]([C:10]([F:13])([F:12])[F:11])[CH:7]=[CH:6][C:3]=1[C:4]#[N:5]. (3) The product is: [Cl:8][C:9]1[CH:14]=[CH:13][C:12]([N:15]2[C:23](=[O:24])[C:22]3[C@@H:21]4[C:25]([CH3:27])([CH3:26])[C@@:18]([CH3:28])([CH2:19][CH2:20]4)[C:17]=3[N:16]2[CH3:5])=[CH:11][CH:10]=1. Given the reactants S(OC)(O[CH3:5])(=O)=O.[Cl:8][C:9]1[CH:14]=[CH:13][C:12]([N:15]2[C:23](=[O:24])[C:22]3[C@@H:21]4[C:25]([CH3:27])([CH3:26])[C@@:18]([CH3:28])([CH2:19][CH2:20]4)[C:17]=3[NH:16]2)=[CH:11][CH:10]=1, predict the reaction product. (4) Given the reactants [CH:1]1([NH2:4])[CH2:3][CH2:2]1.[CH2:5]([O:7][C:8](=[O:11])[CH2:9]Br)[CH3:6], predict the reaction product. The product is: [CH2:5]([O:7][C:8](=[O:11])[CH2:9][NH:4][CH:1]1[CH2:3][CH2:2]1)[CH3:6]. (5) Given the reactants [CH3:1][CH:2]([CH3:17])[CH2:3][C:4]([C:6]1[C:15]2[C:10](=[CH:11][CH:12]=[CH:13][CH:14]=2)[C:9]([F:16])=[CH:8][CH:7]=1)=[O:5].[Br-:18].[Br-].[Br-].C1([N+](C)(C)C)C=CC=CC=1.C1([N+](C)(C)C)C=CC=CC=1.C1([N+](C)(C)C)C=CC=CC=1, predict the reaction product. The product is: [Br:18][CH:3]([CH:2]([CH3:17])[CH3:1])[C:4]([C:6]1[C:15]2[C:10](=[CH:11][CH:12]=[CH:13][CH:14]=2)[C:9]([F:16])=[CH:8][CH:7]=1)=[O:5]. (6) Given the reactants Cl.Cl.[CH:3]1([NH:9][C:10]2[C:14]3([CH2:19][CH2:18][NH:17][CH2:16][CH2:15]3)[N:13]([C:20]3[CH:25]=[CH:24][C:23]([I:26])=[CH:22][CH:21]=3)[C:12](=[O:27])[N:11]=2)[CH2:8][CH2:7][CH2:6][CH2:5][CH2:4]1.C(N(C(C)C)CC)(C)C.C(=O)([O-])[O-].[K+].[K+].I[CH2:44][CH2:45][CH2:46][CH2:47][CH2:48][CH2:49][CH2:50][CH:51]=[CH2:52], predict the reaction product. The product is: [CH:3]1([NH:9][C:10]2[C:14]3([CH2:15][CH2:16][N:17]([CH2:52][CH2:51][CH2:50][CH2:49][CH2:48][CH2:47][CH2:46][CH:45]=[CH2:44])[CH2:18][CH2:19]3)[N:13]([C:20]3[CH:21]=[CH:22][C:23]([I:26])=[CH:24][CH:25]=3)[C:12](=[O:27])[N:11]=2)[CH2:4][CH2:5][CH2:6][CH2:7][CH2:8]1.